This data is from Peptide-MHC class I binding affinity with 185,985 pairs from IEDB/IMGT. The task is: Regression. Given a peptide amino acid sequence and an MHC pseudo amino acid sequence, predict their binding affinity value. This is MHC class I binding data. The peptide sequence is SSDSGSGFWKALTF. The MHC is Mamu-B3901 with pseudo-sequence Mamu-B3901. The binding affinity (normalized) is 1.00.